Predict the reactants needed to synthesize the given product. From a dataset of Full USPTO retrosynthesis dataset with 1.9M reactions from patents (1976-2016). (1) The reactants are: O.[OH-].[Li+].[O:4]([CH:11]1[CH2:20][CH2:19][CH2:18][C:17]2[CH:16]=[C:15]([C:21]([O:23]C)=[O:22])[CH:14]=[CH:13][C:12]1=2)[C:5]1[CH:10]=[CH:9][CH:8]=[CH:7][CH:6]=1.O1CCCC1.CO. Given the product [O:4]([CH:11]1[CH2:20][CH2:19][CH2:18][C:17]2[CH:16]=[C:15]([C:21]([OH:23])=[O:22])[CH:14]=[CH:13][C:12]1=2)[C:5]1[CH:10]=[CH:9][CH:8]=[CH:7][CH:6]=1, predict the reactants needed to synthesize it. (2) The reactants are: C([O:5][C:6](=[O:35])[CH2:7][N:8]1[C:12]2[CH:13]=[CH:14][C:15]([N:17]([CH2:25][C:26]3[CH:31]=[CH:30][CH:29]=[CH:28][CH:27]=3)[C:18]([CH:20]3[CH2:24][CH2:23][CH2:22][CH2:21]3)=[O:19])=[CH:16][C:11]=2[N:10]=[C:9]1[CH2:32][CH2:33][CH3:34])(C)(C)C.C(O)(C(F)(F)F)=O. Given the product [CH2:25]([N:17]([C:18]([CH:20]1[CH2:21][CH2:22][CH2:23][CH2:24]1)=[O:19])[C:15]1[CH:14]=[CH:13][C:12]2[N:8]([CH2:7][C:6]([OH:35])=[O:5])[C:9]([CH2:32][CH2:33][CH3:34])=[N:10][C:11]=2[CH:16]=1)[C:26]1[CH:31]=[CH:30][CH:29]=[CH:28][CH:27]=1, predict the reactants needed to synthesize it.